Predict the reaction yield, written as a fraction of the theoretical maximum amount of product (1.0 means a 100% yield; for example, 0.34 means a 34% yield). From a dataset of Reaction yield outcomes from USPTO patents with 853,638 reactions. (1) The reactants are [C:1]1(=[O:7])[NH:5][C:4](=[O:6])[CH:3]=[CH:2]1.[C:8]1([P:14]([C:21]2[CH:26]=[CH:25][CH:24]=[CH:23][CH:22]=2)[C:15]2[CH:20]=[CH:19][CH:18]=[CH:17][CH:16]=2)[CH:13]=[CH:12][CH:11]=[CH:10][CH:9]=1. The catalyst is CC(C)=O. The product is [C:21]1([P:14](=[C:2]2[CH2:3][C:4](=[O:6])[NH:5][C:1]2=[O:7])([C:8]2[CH:9]=[CH:10][CH:11]=[CH:12][CH:13]=2)[C:15]2[CH:20]=[CH:19][CH:18]=[CH:17][CH:16]=2)[CH:22]=[CH:23][CH:24]=[CH:25][CH:26]=1. The yield is 0.920. (2) The reactants are C[O:2][C:3](=[O:15])[C:4]1[C:9]([O:10][CH3:11])=[CH:8][C:7]([O:12][CH3:13])=[N:6][C:5]=1[CH3:14].[OH-].[Li+]. The catalyst is O.CO.C1COCC1. The product is [CH3:11][O:10][C:9]1[C:4]([C:3]([OH:15])=[O:2])=[C:5]([CH3:14])[N:6]=[C:7]([O:12][CH3:13])[CH:8]=1. The yield is 1.00. (3) The reactants are [C:1]([O:4][C:5]1[CH:15]=[CH:14][CH:13]=[C:7]2[C:8]([O:10][C:11](=[O:12])[C:6]=12)=O)(=[O:3])[CH3:2].FC(F)(F)C(O)=O.[NH2:23][CH:24]1[CH2:30][CH2:29][C:28](=[O:31])[NH:27][C:25]1=[O:26].CC([O-])=O.[Na+]. The catalyst is C(O)(=O)C. The product is [O:10]=[C:8]1[C:7]2[C:6](=[C:5]([O:4][C:1](=[O:3])[CH3:2])[CH:15]=[CH:14][CH:13]=2)[C:11](=[O:12])[N:23]1[CH:24]1[CH2:30][CH2:29][C:28](=[O:31])[NH:27][C:25]1=[O:26]. The yield is 0.660. (4) The reactants are O[C@H:2]1[C:6]2[N:7]=[CH:8][N:9]=[C:10]([N:11]3[CH2:16][CH2:15][N:14]([C:17]([O:19][C:20]([CH3:23])([CH3:22])[CH3:21])=[O:18])[CH2:13][CH2:12]3)[C:5]=2[C@H:4]([CH3:24])[CH2:3]1.CCN(S(F)(F)[F:31])CC. The catalyst is C(Cl)Cl. The product is [F:31][C@@H:2]1[C:6]2[N:7]=[CH:8][N:9]=[C:10]([N:11]3[CH2:16][CH2:15][N:14]([C:17]([O:19][C:20]([CH3:23])([CH3:22])[CH3:21])=[O:18])[CH2:13][CH2:12]3)[C:5]=2[C@H:4]([CH3:24])[CH2:3]1. The yield is 0.610.